From a dataset of Catalyst prediction with 721,799 reactions and 888 catalyst types from USPTO. Predict which catalyst facilitates the given reaction. (1) Product: [O:1]=[C:2]1[CH2:3][CH2:4][C:5]([C:8]([O:10][CH2:11][CH3:12])=[O:9])([C:13]([O:15][CH2:16][CH3:17])=[O:14])[CH2:6][CH2:7]1. The catalyst class is: 16. Reactant: [O:1]=[C:2]1[CH2:7][CH2:6][C:5]([C:13]([O:15][CH2:16][CH3:17])=[O:14])([C:8]([O:10][CH2:11][CH3:12])=[O:9])[CH2:4][CH:3]1C(OCC)=O.[Cl-].[Na+].O. (2) Reactant: [NH:1]1[C:9]2[C:4](=[CH:5][CH:6]=[CH:7][CH:8]=2)[C:3](/[CH:10]=[C:11]2\[O:12][C:13]3[C:20]([CH2:21][N:22]4[CH2:27][CH2:26][N:25](C(OC(C)(C)C)=O)[CH2:24][CH2:23]4)=[C:19]([O:35][CH3:36])[C:18]([O:37][CH3:38])=[CH:17][C:14]=3[C:15]\2=[O:16])=[N:2]1.Cl. Product: [NH:1]1[C:9]2[C:4](=[CH:5][CH:6]=[CH:7][CH:8]=2)[C:3](/[CH:10]=[C:11]2\[O:12][C:13]3[C:20]([CH2:21][N:22]4[CH2:23][CH2:24][NH:25][CH2:26][CH2:27]4)=[C:19]([O:35][CH3:36])[C:18]([O:37][CH3:38])=[CH:17][C:14]=3[C:15]\2=[O:16])=[N:2]1. The catalyst class is: 135. (3) Reactant: [I:1][C:2]1[CH:10]=[C:9]2[C:5]([C:6]([C:11]([OH:14])([CH3:13])[CH3:12])=[N:7][NH:8]2)=[CH:4][CH:3]=1.[H-].[Na+].Cl[C:18]1[C:23]([Cl:24])=[CH:22][N:21]=[C:20]([NH2:25])[N:19]=1. Product: [NH2:25][C:20]1[N:21]=[C:22]([N:8]2[C:9]3[C:5](=[CH:4][CH:3]=[C:2]([I:1])[CH:10]=3)[C:6]([C:11]([OH:14])([CH3:12])[CH3:13])=[N:7]2)[C:23]([Cl:24])=[CH:18][N:19]=1. The catalyst class is: 3. (4) Reactant: P(Cl)(Cl)(Cl)(Cl)Cl.[C:7]([CH2:9][C:10](O)=[O:11])#[N:8].[CH2:13]([O:15][C:16]([C:18]1[C:22]([C:23]2[CH:28]=[CH:27][C:26]([O:29][CH2:30][CH:31]=[CH2:32])=[CH:25][CH:24]=2)=[C:21]([CH3:33])[S:20][C:19]=1[NH2:34])=[O:17])[CH3:14].C([O-])([O-])=O.[Na+].[Na+]. Product: [CH2:13]([O:15][C:16]([C:18]1[C:22]([C:23]2[CH:28]=[CH:27][C:26]([O:29][CH2:30][CH:31]=[CH2:32])=[CH:25][CH:24]=2)=[C:21]([CH3:33])[S:20][C:19]=1[NH:34][C:10](=[O:11])[CH2:9][C:7]#[N:8])=[O:17])[CH3:14]. The catalyst class is: 2.